From a dataset of KCNQ2 potassium channel screen with 302,405 compounds. Binary Classification. Given a drug SMILES string, predict its activity (active/inactive) in a high-throughput screening assay against a specified biological target. (1) The molecule is O=C(N1CCN(CC1)c1ccccc1)c1c(noc1C)c1ccccc1. The result is 0 (inactive). (2) The drug is Clc1cc(N2CC(CN=C2Nc2n(c(=O)n(c(=O)c2)CC)C)C)ccc1. The result is 0 (inactive). (3) The molecule is [nH]1c(nc2c1cc(N)cc2)c1c(ccc(c1)C)C. The result is 0 (inactive).